From a dataset of Reaction yield outcomes from USPTO patents with 853,638 reactions. Predict the reaction yield, written as a fraction of the theoretical maximum amount of product (1.0 means a 100% yield; for example, 0.34 means a 34% yield). (1) The reactants are [OH:1][C@@H:2]([C@@H:14]([NH:19][C:20](=[O:39])[O:21][C@H:22]([CH2:27][N:28]1[C:32]2[CH:33]=[C:34]([Cl:38])[C:35]([Cl:37])=[CH:36][C:31]=2[N:30]=[CH:29]1)[C:23]([CH3:26])([CH3:25])[CH3:24])[CH2:15][CH2:16][CH2:17][CH3:18])[CH2:3][NH:4][S:5]([C:8]1[CH:13]=[CH:12][CH:11]=[CH:10][N:9]=1)(=[O:7])=[O:6].O[C@H]([C@@H](NC(=O)O[C@H](CN1C2C=C(Cl)C(Cl)=CC=2N=C1)C(C)(C)C)CCCC)CNS(C1C=CC=CN=1)(=O)=O.CC(OI1(OC(C)=O)(OC(C)=O)OC(=O)C2C=CC=CC1=2)=O.S([O-])([O-])(=O)=S.[Na+].[Na+].C(=O)(O)[O-].[Na+]. The catalyst is C(Cl)(Cl)Cl.C(OCC)(=O)C. The product is [N:9]1[CH:10]=[CH:11][CH:12]=[CH:13][C:8]=1[S:5]([NH:4][CH2:3][C:2]([C@@H:14]([NH:19][C:20](=[O:39])[O:21][C@H:22]([CH2:27][N:28]1[C:32]2[CH:33]=[C:34]([Cl:38])[C:35]([Cl:37])=[CH:36][C:31]=2[N:30]=[CH:29]1)[C:23]([CH3:24])([CH3:25])[CH3:26])[CH2:15][CH2:16][CH2:17][CH3:18])=[O:1])(=[O:7])=[O:6]. The yield is 0.380. (2) The reactants are [CH3:1][C:2]1[CH:3]=[C:4]([CH2:10][C:11]([OH:13])=[O:12])[CH:5]=[CH:6][C:7]=1[O:8]C.B(Br)(Br)Br. The catalyst is C(Cl)Cl. The product is [OH:8][C:7]1[CH:6]=[CH:5][C:4]([CH2:10][C:11]([OH:13])=[O:12])=[CH:3][C:2]=1[CH3:1]. The yield is 0.750. (3) The reactants are [Cl-].O[NH3+:3].[C:4](=[O:7])([O-])[OH:5].[Na+].CS(C)=O.[CH2:13]([C:20]1[C:25](=[O:26])[N:24]([CH2:27][C:28]2[CH:33]=[CH:32][C:31]([C:34]3[C:35]([C:40]#[N:41])=[CH:36][CH:37]=[CH:38][CH:39]=3)=[CH:30][CH:29]=2)[C:23]([CH2:42][CH2:43][CH3:44])=[N:22][C:21]=1[CH3:45])[C:14]1[CH:19]=[CH:18][CH:17]=[CH:16][CH:15]=1. The catalyst is O.C(OCC)(=O)C. The product is [CH2:13]([C:20]1[C:25](=[O:26])[N:24]([CH2:27][C:28]2[CH:33]=[CH:32][C:31]([C:34]3[CH:39]=[CH:38][CH:37]=[CH:36][C:35]=3[C:40]3[NH:3][C:4](=[O:7])[O:5][N:41]=3)=[CH:30][CH:29]=2)[C:23]([CH2:42][CH2:43][CH3:44])=[N:22][C:21]=1[CH3:45])[C:14]1[CH:15]=[CH:16][CH:17]=[CH:18][CH:19]=1. The yield is 0.560. (4) The reactants are [CH:1]([C:4]1[N:5]=[C:6]([C:9]2[CH:18]=[C:17]([O:19][CH:20]3[CH2:37][CH:36]4[CH:22]([C:23](=[O:43])[N:24]([CH3:42])[CH2:25][CH2:26][CH2:27][CH2:28][CH:29]=[CH:30][CH:31]5[C:33]([C:39](O)=[O:40])([NH:34][C:35]4=[O:38])[CH2:32]5)[CH2:21]3)[C:16]3[C:11](=[C:12]([CH3:46])[C:13]([O:44][CH3:45])=[CH:14][CH:15]=3)[N:10]=2)[S:7][CH:8]=1)([CH3:3])[CH3:2].C(N1C=CN=C1)(N1C=CN=C1)=O.[CH3:59][C:60]1([S:63]([NH2:66])(=[O:65])=[O:64])[CH2:62][CH2:61]1.C1CCN2C(=NCCC2)CC1. The catalyst is C1COCC1. The product is [CH:1]([C:4]1[N:5]=[C:6]([C:9]2[CH:18]=[C:17]([O:19][CH:20]3[CH2:37][CH:36]4[CH:22]([C:23](=[O:43])[N:24]([CH3:42])[CH2:25][CH2:26][CH2:27][CH2:28][CH:29]=[CH:30][CH:31]5[C:33]([C:39]([NH:66][S:63]([C:60]6([CH3:59])[CH2:62][CH2:61]6)(=[O:65])=[O:64])=[O:40])([NH:34][C:35]4=[O:38])[CH2:32]5)[CH2:21]3)[C:16]3[C:11](=[C:12]([CH3:46])[C:13]([O:44][CH3:45])=[CH:14][CH:15]=3)[N:10]=2)[S:7][CH:8]=1)([CH3:3])[CH3:2]. The yield is 0.580. (5) The reactants are N[C:2]1[CH:3]=[C:4]([CH:14]=[CH:15][CH:16]=1)[C:5]([NH:7][C:8]1[CH:13]=[CH:12][CH:11]=[CH:10][CH:9]=1)=[O:6].[C:17]1([N:23]([C:27]2[CH:32]=[CH:31][CH:30]=[CH:29][CH:28]=2)[C:24](Cl)=[O:25])[CH:22]=[CH:21][CH:20]=[CH:19][CH:18]=1.C([N:35](CC)CC)C. The catalyst is C(O)C. The product is [C:17]1([N:23]([C:27]2[CH:32]=[CH:31][CH:30]=[CH:29][CH:28]=2)[C:24](=[O:25])[NH:35][C:14]2[CH:15]=[CH:16][CH:2]=[CH:3][C:4]=2[C:5]([NH:7][C:8]2[CH:13]=[CH:12][CH:11]=[CH:10][CH:9]=2)=[O:6])[CH:22]=[CH:21][CH:20]=[CH:19][CH:18]=1. The yield is 0.420. (6) The reactants are [CH2:1]1[CH:6]2[CH2:7][C:8]3([NH2:11])[CH2:10][CH:4]([CH2:5]2)[CH2:3][CH:2]1[CH2:9]3.Cl[CH2:13][C:14]1[O:18][N:17]=[C:16]([C:19]2[S:20][CH:21]=[CH:22][CH:23]=2)[N:15]=1. No catalyst specified. The product is [S:20]1[CH:21]=[CH:22][CH:23]=[C:19]1[C:16]1[N:15]=[C:14]([CH2:13][NH:11][C:8]23[CH2:10][CH:4]4[CH2:5][CH:6]([CH2:1][CH:2]([CH2:3]4)[CH2:9]2)[CH2:7]3)[O:18][N:17]=1. The yield is 0.880. (7) The reactants are [NH2:1][C:2]1[C:11]2[C:6](=[C:7](Br)[CH:8]=[CH:9][CH:10]=2)[N:5]=[N:4][C:3]=1[C:13]([NH:15][CH2:16][CH2:17][CH3:18])=[O:14].[CH3:19][O:20][C:21]1[N:26]=[CH:25][C:24](B(O)O)=[CH:23][CH:22]=1. No catalyst specified. The product is [NH2:1][C:2]1[C:11]2[C:6](=[C:7]([C:24]3[CH:25]=[N:26][C:21]([O:20][CH3:19])=[CH:22][CH:23]=3)[CH:8]=[CH:9][CH:10]=2)[N:5]=[N:4][C:3]=1[C:13]([NH:15][CH2:16][CH2:17][CH3:18])=[O:14]. The yield is 0.720.